This data is from Forward reaction prediction with 1.9M reactions from USPTO patents (1976-2016). The task is: Predict the product of the given reaction. (1) Given the reactants C(OC([C:6]1[CH2:12][CH2:11][N:10]([S:13]([C:16]2[CH:21]=[CH:20][C:19]([CH3:22])=[CH:18][CH:17]=2)(=[O:15])=[O:14])[C:9]2[CH:23]=[CH:24][CH:25]=[CH:26][C:8]=2[C:7]=1[OH:27])=O)C.C(O)(=O)C.Cl, predict the reaction product. The product is: [C:19]1([CH3:22])[CH:18]=[CH:17][C:16]([S:13]([N:10]2[CH2:11][CH2:12][CH2:6][C:7](=[O:27])[C:8]3[CH:26]=[CH:25][CH:24]=[CH:23][C:9]2=3)(=[O:15])=[O:14])=[CH:21][CH:20]=1. (2) Given the reactants [OH:1][C@H:2]1[CH2:7][CH2:6][C@H:5]([N:8]2[CH2:12][CH2:11][C:10]3([CH2:17][CH2:16][CH2:15][N:14]([C:18](OC4C=CC([N+]([O-])=O)=CC=4)=[O:19])[CH2:13]3)[C:9]2=[O:30])[CH2:4][CH2:3]1.O1CCCC1.C(N(CC)C(C)C)(C)C.[NH:45]1[CH2:50][CH2:49][CH2:48][CH2:47][CH2:46]1, predict the reaction product. The product is: [OH:1][C@H:2]1[CH2:7][CH2:6][C@H:5]([N:8]2[CH2:12][CH2:11][C:10]3([CH2:17][CH2:16][CH2:15][N:14]([C:18]([N:45]4[CH2:50][CH2:49][CH2:48][CH2:47][CH2:46]4)=[O:19])[CH2:13]3)[C:9]2=[O:30])[CH2:4][CH2:3]1.